From a dataset of Forward reaction prediction with 1.9M reactions from USPTO patents (1976-2016). Predict the product of the given reaction. (1) Given the reactants [NH2:1][C:2]1[S:3][CH:4]=[C:5]([C:7]([O:9][CH3:10])=[O:8])[N:6]=1.[I:11]N1C(=O)CCC1=O, predict the reaction product. The product is: [NH2:1][C:2]1[S:3][C:4]([I:11])=[C:5]([C:7]([O:9][CH3:10])=[O:8])[N:6]=1. (2) Given the reactants [NH2:1][C:2]1[N:7]=[C:6]([N:8]2[C:12]3[CH:13]=[C:14](Br)[CH:15]=[CH:16][C:11]=3[N:10]=[C:9]2[O:18][CH:19]2[CH2:22][N:21]([C:23](=[O:25])[CH3:24])[CH2:20]2)[CH:5]=[CH:4][N:3]=1.[CH3:26][C:27]1[O:31][N:30]=[C:29]([C:32]([OH:36])([C:34]#[CH:35])[CH3:33])[CH:28]=1.C(N(CC)CC)C, predict the reaction product. The product is: [NH2:1][C:2]1[N:7]=[C:6]([N:8]2[C:12]3[CH:13]=[C:14]([C:35]#[C:34][C:32]([OH:36])([C:29]4[CH:28]=[C:27]([CH3:26])[O:31][N:30]=4)[CH3:33])[CH:15]=[CH:16][C:11]=3[N:10]=[C:9]2[O:18][CH:19]2[CH2:22][N:21]([C:23](=[O:25])[CH3:24])[CH2:20]2)[CH:5]=[CH:4][N:3]=1.